Dataset: Catalyst prediction with 721,799 reactions and 888 catalyst types from USPTO. Task: Predict which catalyst facilitates the given reaction. Reactant: [N+:1]([C:4]1[CH:5]=[C:6]2[C:10](=[CH:11][CH:12]=1)[N:9]([C:13]1[CH:18]=[CH:17][CH:16]=[CH:15][CH:14]=1)[C:8]([C:19]([O:21][CH2:22][CH3:23])=[O:20])=[CH:7]2)([O-])=O.C([O-])=O.[NH4+]. Product: [NH2:1][C:4]1[CH:5]=[C:6]2[C:10](=[CH:11][CH:12]=1)[N:9]([C:13]1[CH:18]=[CH:17][CH:16]=[CH:15][CH:14]=1)[C:8]([C:19]([O:21][CH2:22][CH3:23])=[O:20])=[CH:7]2. The catalyst class is: 604.